This data is from Catalyst prediction with 721,799 reactions and 888 catalyst types from USPTO. The task is: Predict which catalyst facilitates the given reaction. (1) Reactant: [C:1](#[N:4])[CH:2]=[CH2:3].[CH3:5][C:6]([C:8]([CH3:10])=[CH2:9])=[CH2:7]. Product: [CH3:7][C:6]1[CH2:5][CH:2]([C:1]#[N:4])[CH2:3][CH2:9][C:8]=1[CH3:10]. The catalyst class is: 11. (2) Reactant: [C:1]1([C:7]2([C:13]3[CH:18]=[CH:17][C:16]([OH:19])=[CH:15][CH:14]=3)[CH2:12][CH2:11][CH2:10][CH2:9][CH2:8]2)[CH:6]=[CH:5][CH:4]=[CH:3][CH:2]=1.[H-].[Na+].[CH3:22]I. Product: [CH3:22][O:19][C:16]1[CH:15]=[CH:14][C:13]([C:7]2([C:1]3[CH:2]=[CH:3][CH:4]=[CH:5][CH:6]=3)[CH2:8][CH2:9][CH2:10][CH2:11][CH2:12]2)=[CH:18][CH:17]=1. The catalyst class is: 3. (3) Reactant: C([O:5][C:6](=[O:34])[C:7]1[CH:12]=[CH:11][CH:10]=[C:9]([CH2:13][CH:14]([NH:28][C:29](=[O:31])[CH3:30])[B:15]2[O:23]C3C(C)(C4CC(C3)C4(C)C)[O:16]2)[C:8]=1OC)(C)(C)C.B(Br)(Br)Br. Product: [C:29]([NH:28][CH:14]1[CH2:13][C:9]2[CH:10]=[CH:11][CH:12]=[C:7]([C:6]([OH:5])=[O:34])[C:8]=2[O:23][B:15]1[OH:16])(=[O:31])[CH3:30]. The catalyst class is: 4. (4) Reactant: [C:1]1([C:7](=O)[CH2:8][C:9]2[CH:14]=[CH:13][CH:12]=[CH:11][C:10]=2[CH3:15])[CH:6]=[CH:5][CH:4]=[CH:3][CH:2]=1.[CH2:17]([O:19][C:20]1[CH:21]=[C:22]([CH:25]=[C:26]([N+:29]([O-:31])=[O:30])[C:27]=1[OH:28])[CH:23]=O)[CH3:18].[NH2:32][C:33]([NH2:35])=[O:34].Cl. Product: [CH2:17]([O:19][C:20]1[CH:21]=[C:22]([CH:23]2[C:8]([C:9]3[CH:14]=[CH:13][CH:12]=[CH:11][C:10]=3[CH3:15])=[C:7]([C:1]3[CH:6]=[CH:5][CH:4]=[CH:3][CH:2]=3)[NH:35][C:33](=[O:34])[NH:32]2)[CH:25]=[C:26]([N+:29]([O-:31])=[O:30])[C:27]=1[OH:28])[CH3:18]. The catalyst class is: 8. (5) Reactant: [Cl:1][C:2]1[N:10]=[C:9]2[C:5]([N:6]=[CH:7][N:8]2[CH:11]2[CH2:16][CH2:15][CH2:14][CH2:13][O:12]2)=[C:4](Cl)[N:3]=1.C(N(C(C)C)C(C)C)C.[C:27]1([CH:33]([C:36]2[CH:41]=[CH:40][CH:39]=[CH:38][CH:37]=2)[CH2:34][NH2:35])[CH:32]=[CH:31][CH:30]=[CH:29][CH:28]=1. Product: [Cl:1][C:2]1[N:10]=[C:9]2[C:5]([N:6]=[CH:7][N:8]2[CH:11]2[CH2:16][CH2:15][CH2:14][CH2:13][O:12]2)=[C:4]([NH:35][CH2:34][CH:33]([C:27]2[CH:32]=[CH:31][CH:30]=[CH:29][CH:28]=2)[C:36]2[CH:41]=[CH:40][CH:39]=[CH:38][CH:37]=2)[N:3]=1. The catalyst class is: 32.